This data is from Forward reaction prediction with 1.9M reactions from USPTO patents (1976-2016). The task is: Predict the product of the given reaction. (1) The product is: [CH3:1][O:2][C:3]([C:5]1[C:6]2[CH:7]=[CH:8][N:9]([C:15]3[CH:20]=[CH:19][C:18]([F:21])=[CH:17][CH:16]=3)[C:10]=2[CH:11]=[C:12]([C:22]#[N:23])[CH:13]=1)=[O:4]. Given the reactants [CH3:1][O:2][C:3]([C:5]1[C:6]2[CH:7]=[CH:8][N:9]([C:15]3[CH:20]=[CH:19][C:18]([F:21])=[CH:17][CH:16]=3)[C:10]=2[CH:11]=[C:12](Br)[CH:13]=1)=[O:4].[CH3:22][N:23](C=O)C, predict the reaction product. (2) Given the reactants [Br:1][C:2]1[CH:3]=[C:4]2[C:9](=[CH:10][C:11]=1[F:12])[CH:8]1[CH2:13][CH:6]([CH2:7]1)[C:5]2=O.C(=O)([O-])[O-].[Na+].[Na+].[NH2:21][OH:22].Cl, predict the reaction product. The product is: [Br:1][C:2]1[CH:3]=[C:4]2[C:9](=[CH:10][C:11]=1[F:12])[CH:8]1[CH2:13][CH:6]([CH2:7]1)[C:5]2=[N:21][OH:22]. (3) Given the reactants Cl.[NH2:2][CH2:3][CH:4]1[CH2:8][CH2:7][CH2:6][N:5]1[CH2:9][C@@H:10]([C:12]1[CH:21]=[CH:20][C:15]2[C:16](=[O:19])[O:17][CH2:18][C:14]=2[C:13]=1[CH3:22])[OH:11].[N:23]1([C:28]2[CH:33]=[CH:32][C:31]([S:34](Cl)(=[O:36])=[O:35])=[CH:30][CH:29]=2)[CH:27]=[N:26][N:25]=[N:24]1, predict the reaction product. The product is: [OH:11][C@H:10]([C:12]1[C:13]([CH3:22])=[C:14]2[C:15](=[CH:20][CH:21]=1)[C:16](=[O:19])[O:17][CH2:18]2)[CH2:9][N:5]1[CH2:6][CH2:7][CH2:8][CH:4]1[CH2:3][NH:2][S:34]([C:31]1[CH:30]=[CH:29][C:28]([N:23]2[CH:27]=[N:26][N:25]=[N:24]2)=[CH:33][CH:32]=1)(=[O:35])=[O:36]. (4) Given the reactants [CH3:1][O:2][C:3]1[C:12]2[C:7](=[CH:8][CH:9]=[CH:10][CH:11]=2)[N:6]=[CH:5][CH:4]=1.ClC1C=CC=C(C(OO)=[O:21])C=1.C(=O)([O-])O.[Na+], predict the reaction product. The product is: [CH3:1][O:2][C:3]1[C:12]2[C:7](=[CH:8][CH:9]=[CH:10][CH:11]=2)[N+:6]([O-:21])=[CH:5][CH:4]=1.